From a dataset of Catalyst prediction with 721,799 reactions and 888 catalyst types from USPTO. Predict which catalyst facilitates the given reaction. (1) Reactant: [CH2:1]([O:3][C:4]([C:6]1[N:7](COCC[Si](C)(C)C)[N:8]=[C:9]2[C:14]=1[CH:13]=[C:12]([C:15]1[CH:20]=[CH:19][C:18]([O:21][CH3:22])=[CH:17][C:16]=1[F:23])[C:11]([CH3:24])=[CH:10]2)=[O:5])[CH3:2].Cl. Product: [F:23][C:16]1[CH:17]=[C:18]([O:21][CH3:22])[CH:19]=[CH:20][C:15]=1[C:12]1[CH:13]=[C:14]2[C:9](=[CH:10][C:11]=1[CH3:24])[NH:8][N:7]=[C:6]2[C:4]([O:3][CH2:1][CH3:2])=[O:5]. The catalyst class is: 14. (2) Product: [C:4]([C:3]1[CH:6]=[CH:7][C:8]([NH:10][C:11]2[S:12][CH:13]=[CH:14][N:15]=2)=[CH:9][C:2]=1[O:1][CH2:27][C:23]1[O:22][CH:26]=[CH:25][CH:24]=1)#[N:5]. Reactant: [OH:1][C:2]1[CH:9]=[C:8]([NH:10][C:11]2[S:12][CH:13]=[CH:14][N:15]=2)[CH:7]=[CH:6][C:3]=1[C:4]#[N:5].C([O-])([O-])=O.[Cs+].[Cs+].[O:22]1[CH:26]=[CH:25][CH:24]=[C:23]1[CH2:27]Br.CCOCC. The catalyst class is: 21. (3) Reactant: C(OC([N:8]1[CH2:12][CH2:11][C@H:10]([C:13](=[O:40])[NH:14][C@:15]2([C:20]([NH:22][S:23]([C:26]3[CH:31]=[CH:30][CH:29]=[C:28]([O:32][CH2:33][C:34]4[CH:39]=[CH:38][CH:37]=[CH:36][CH:35]=4)[CH:27]=3)(=[O:25])=[O:24])=[O:21])[CH2:17][C@H:16]2[CH:18]=[CH2:19])[CH2:9]1)=O)(C)(C)C.Cl. Product: [CH2:33]([O:32][C:28]1[CH:27]=[C:26]([S:23]([NH:22][C:20]([C@@:15]2([NH:14][C:13]([C@H:10]3[CH2:11][CH2:12][NH:8][CH2:9]3)=[O:40])[CH2:17][C@H:16]2[CH:18]=[CH2:19])=[O:21])(=[O:25])=[O:24])[CH:31]=[CH:30][CH:29]=1)[C:34]1[CH:35]=[CH:36][CH:37]=[CH:38][CH:39]=1. The catalyst class is: 12. (4) Reactant: [Cl:1][C:2]1[CH:7]=[CH:6][C:5]([CH:8]([CH:10]2[CH2:15][CH2:14][N:13]([CH3:16])[CH2:12][CH2:11]2)O)=[CH:4][CH:3]=1.S(Cl)([Cl:19])=O.[OH-].[Na+]. Product: [Cl:19][CH:8]([C:5]1[CH:6]=[CH:7][C:2]([Cl:1])=[CH:3][CH:4]=1)[CH:10]1[CH2:15][CH2:14][N:13]([CH3:16])[CH2:12][CH2:11]1. The catalyst class is: 11. (5) Reactant: [CH:1]1([C:5]([O:7][CH2:8][CH3:9])=[O:6])[CH2:4][CH2:3][CH2:2]1.[Li+].[CH3:11]C([N-]C(C)C)C.IC. Product: [CH3:11][C:1]1([C:5]([O:7][CH2:8][CH3:9])=[O:6])[CH2:4][CH2:3][CH2:2]1. The catalyst class is: 1. (6) Reactant: [C:1]([O:5][C:6]([N:8]1[C:13]2[CH:14]=[C:15]([Cl:19])[C:16]([OH:18])=[CH:17][C:12]=2[O:11][CH:10]([C:20]([N:22]2[CH2:27][CH2:26][C:25]([C:36]([O:38][CH2:39][CH3:40])=[O:37])([CH2:28][C:29]3[CH:34]=[CH:33][C:32]([F:35])=[CH:31][CH:30]=3)[CH2:24][CH2:23]2)=[O:21])[CH2:9]1)=[O:7])([CH3:4])([CH3:3])[CH3:2].[C:41]([O-])([O-])=O.[K+].[K+].CI. Product: [C:1]([O:5][C:6]([N:8]1[C:13]2[CH:14]=[C:15]([Cl:19])[C:16]([O:18][CH3:41])=[CH:17][C:12]=2[O:11][CH:10]([C:20]([N:22]2[CH2:23][CH2:24][C:25]([C:36]([O:38][CH2:39][CH3:40])=[O:37])([CH2:28][C:29]3[CH:34]=[CH:33][C:32]([F:35])=[CH:31][CH:30]=3)[CH2:26][CH2:27]2)=[O:21])[CH2:9]1)=[O:7])([CH3:3])([CH3:4])[CH3:2]. The catalyst class is: 21. (7) Reactant: [F:1][C:2]1([F:25])[CH2:7][CH2:6][N:5]([CH2:8][CH2:9][O:10][C:11]2[CH:12]=[C:13]([C:17]([F:24])([F:23])[C:18]([O:20]CC)=[O:19])[CH:14]=[CH:15][CH:16]=2)[CH2:4][CH2:3]1.CO.O.[OH-].[Li+]. Product: [F:25][C:2]1([F:1])[CH2:7][CH2:6][N:5]([CH2:8][CH2:9][O:10][C:11]2[CH:12]=[C:13]([C:17]([F:23])([F:24])[C:18]([OH:20])=[O:19])[CH:14]=[CH:15][CH:16]=2)[CH2:4][CH2:3]1. The catalyst class is: 30. (8) The catalyst class is: 447. Reactant: [Br:1][C:2]1[S:10][C:9]2[C:4](=[N:5][CH:6]=[CH:7][C:8]=2[O:11][C:12]2[CH:17]=[CH:16][C:15]([N+:18]([O-])=O)=[CH:14][C:13]=2[F:21])[CH:3]=1.[NH4+].[Cl-].O. Product: [Br:1][C:2]1[S:10][C:9]2[C:4](=[N:5][CH:6]=[CH:7][C:8]=2[O:11][C:12]2[CH:17]=[CH:16][C:15]([NH2:18])=[CH:14][C:13]=2[F:21])[CH:3]=1. (9) Reactant: C([O:8][C:9]1[CH:19]=[CH:18][C:17]([Cl:20])=[CH:16][C:10]=1[O:11][CH2:12][CH:13]1[CH2:15][O:14]1)C1C=CC=CC=1. Product: [Cl:20][C:17]1[CH:18]=[CH:19][C:9]([OH:8])=[C:10]([O:11][CH2:12][CH:13]2[CH2:15][O:14]2)[CH:16]=1. The catalyst class is: 78. (10) The catalyst class is: 49. Reactant: [H-].[Na+].[F:3][C:4]([F:10])([CH3:9])[C:5]([CH3:8])([OH:7])[CH3:6].[C:11](=O)([O:19]C1C=CC=CN=1)[O:12][C:13]1[CH:18]=[CH:17][CH:16]=[CH:15][N:14]=1. Product: [C:11](=[O:19])([O:12][C:13]1[CH:18]=[CH:17][CH:16]=[CH:15][N:14]=1)[O:7][C:5]([CH3:8])([C:4]([F:10])([F:3])[CH3:9])[CH3:6].